This data is from Reaction yield outcomes from USPTO patents with 853,638 reactions. The task is: Predict the reaction yield, written as a fraction of the theoretical maximum amount of product (1.0 means a 100% yield; for example, 0.34 means a 34% yield). (1) The reactants are [F:1][C:2]1[C:3]2[CH:4]=[C:5]3[C:14]4[N:15]=[C:16]([C:19]5[C:20]([N:36]([CH3:41])[S:37]([CH3:40])(=[O:39])=[O:38])=[CH:21][C:22]6[O:26][C:25]([C:27]([O:29]C)=[O:28])=[C:24]([C:31](=[O:34])[NH:32][CH3:33])[C:23]=6[CH:35]=5)[CH:17]=[CH:18][C:13]=4[O:12][CH2:11][N:6]3[C:7]=2[CH:8]=[CH:9][CH:10]=1.O[Li].O. The catalyst is O1CCOCC1.O. The product is [F:1][C:2]1[C:3]2[CH:4]=[C:5]3[C:14]4[N:15]=[C:16]([C:19]5[C:20]([N:36]([CH3:41])[S:37]([CH3:40])(=[O:39])=[O:38])=[CH:21][C:22]6[O:26][C:25]([C:27]([OH:29])=[O:28])=[C:24]([C:31](=[O:34])[NH:32][CH3:33])[C:23]=6[CH:35]=5)[CH:17]=[CH:18][C:13]=4[O:12][CH2:11][N:6]3[C:7]=2[CH:8]=[CH:9][CH:10]=1. The yield is 0.950. (2) The reactants are FC(F)(F)C1C=C(NC(=O)NC2C=CC(C3SC(CCC(OC)=O)=NC=3)=CC=2)C=CC=1.[NH2:32][C:33]1[CH:38]=[CH:37][C:36]([C:39]2[S:43][C:42]([CH2:44][CH2:45][NH:46][S:47]([C:50]([F:53])([F:52])[F:51])(=[O:49])=[O:48])=[N:41][CH:40]=2)=[CH:35][CH:34]=1.[Cl:54][C:55]1[CH:60]=[CH:59][CH:58]=[CH:57][C:56]=1[N:61]=[C:62]=[O:63]. No catalyst specified. The product is [Cl:54][C:55]1[CH:60]=[CH:59][CH:58]=[CH:57][C:56]=1[NH:61][C:62](=[O:63])[NH:32][C:33]1[CH:34]=[CH:35][C:36]([C:39]2[S:43][C:42]([CH2:44][CH2:45][NH:46][S:47]([C:50]([F:51])([F:52])[F:53])(=[O:49])=[O:48])=[N:41][CH:40]=2)=[CH:37][CH:38]=1. The yield is 0.850. (3) The reactants are CO[C:3](=[O:13])[C:4]1[CH:9]=[C:8]([Cl:10])[CH:7]=[CH:6][C:5]=1[CH2:11]Br.[CH2:14]([NH2:21])[C:15]1[CH:20]=[CH:19][CH:18]=[CH:17][CH:16]=1.C([O-])([O-])=O.[K+].[K+].C(OCC)(=O)C. The catalyst is C1(C)C=CC=CC=1.CCCCCC. The product is [CH2:14]([N:21]1[CH2:11][C:5]2[C:4](=[CH:9][C:8]([Cl:10])=[CH:7][CH:6]=2)[C:3]1=[O:13])[C:15]1[CH:20]=[CH:19][CH:18]=[CH:17][CH:16]=1. The yield is 0.600.